This data is from Catalyst prediction with 721,799 reactions and 888 catalyst types from USPTO. The task is: Predict which catalyst facilitates the given reaction. Reactant: [Cl:1][C:2]1[CH:7]=[CH:6][C:5]([C:8]2[N:12]([CH2:13][C:14]3[CH:19]=[CH:18][C:17]([CH3:20])=[CH:16][CH:15]=3)[N:11]=[C:10]([C:21](O)=[O:22])[CH:9]=2)=[CH:4][C:3]=1[CH3:24].S(Cl)([Cl:27])=O. Product: [Cl:1][C:2]1[CH:7]=[CH:6][C:5]([C:8]2[N:12]([CH2:13][C:14]3[CH:19]=[CH:18][C:17]([CH3:20])=[CH:16][CH:15]=3)[N:11]=[C:10]([C:21]([Cl:27])=[O:22])[CH:9]=2)=[CH:4][C:3]=1[CH3:24]. The catalyst class is: 11.